This data is from Catalyst prediction with 721,799 reactions and 888 catalyst types from USPTO. The task is: Predict which catalyst facilitates the given reaction. Reactant: [C:1]([N:8]1[CH2:11][CH:10]([NH2:12])[CH2:9]1)([O:3][C:4]([CH3:7])([CH3:6])[CH3:5])=[O:2].CCN(CC)CC.[C:20](Cl)(=[O:27])[C:21]1[CH:26]=[CH:25][CH:24]=[CH:23][CH:22]=1. The catalyst class is: 2. Product: [C:20]([NH:12][CH:10]1[CH2:11][N:8]([C:1]([O:3][C:4]([CH3:7])([CH3:6])[CH3:5])=[O:2])[CH2:9]1)(=[O:27])[C:21]1[CH:26]=[CH:25][CH:24]=[CH:23][CH:22]=1.